From a dataset of TCR-epitope binding with 47,182 pairs between 192 epitopes and 23,139 TCRs. Binary Classification. Given a T-cell receptor sequence (or CDR3 region) and an epitope sequence, predict whether binding occurs between them. (1) The epitope is KLGGALQAK. The TCR CDR3 sequence is CASSQDQGTGANVLTF. Result: 0 (the TCR does not bind to the epitope). (2) The epitope is RISNCVADY. The TCR CDR3 sequence is CASRRTGGYNEQYF. Result: 0 (the TCR does not bind to the epitope). (3) The epitope is RLDKVEAEV. The TCR CDR3 sequence is CASSERGADTQYF. Result: 1 (the TCR binds to the epitope). (4) The TCR CDR3 sequence is CASSWGGETQYF. Result: 0 (the TCR does not bind to the epitope). The epitope is YLNTLTLAV. (5) The epitope is AVFDRKSDAK. The TCR CDR3 sequence is CSARDFAGDYGYTF. Result: 1 (the TCR binds to the epitope).